From a dataset of Reaction yield outcomes from USPTO patents with 853,638 reactions. Predict the reaction yield, written as a fraction of the theoretical maximum amount of product (1.0 means a 100% yield; for example, 0.34 means a 34% yield). The reactants are [OH:1][C:2]1[CH:10]=[C:9]([CH3:11])[CH:8]=[CH:7][C:3]=1[C:4]([OH:6])=[O:5].C([O-])([O-])=O.[K+].[K+].[CH2:18](I)[CH3:19].[CH3:21][C:22](C)=O. No catalyst specified. The product is [CH2:21]([O:1][C:2]1[CH:10]=[C:9]([CH3:11])[CH:8]=[CH:7][C:3]=1[C:4]([O:6][CH2:18][CH3:19])=[O:5])[CH3:22]. The yield is 0.850.